This data is from Forward reaction prediction with 1.9M reactions from USPTO patents (1976-2016). The task is: Predict the product of the given reaction. (1) Given the reactants [CH3:1][O:2][C:3]1([O:10][CH3:11])[CH2:8][CH2:7][O:6][CH2:5][C:4]1=[O:9].[B], predict the reaction product. The product is: [CH3:1][O:2][C:3]1([O:10][CH3:11])[CH2:8][CH2:7][O:6][CH2:5][C@@H:4]1[OH:9]. (2) Given the reactants [O:1]1[CH2:6][CH2:5][CH2:4][CH2:3][CH:2]1[O:7][CH2:8][CH2:9][O:10][C:11]1[C:12]([CH2:17][OH:18])=[N:13][CH:14]=[CH:15][CH:16]=1.C(N(CC)CC)C.[CH3:26][S:27](O[S:27]([CH3:26])(=[O:29])=[O:28])(=[O:29])=[O:28].O, predict the reaction product. The product is: [CH3:26][S:27]([O:18][CH2:17][C:12]1[C:11]([O:10][CH2:9][CH2:8][O:7][CH:2]2[CH2:3][CH2:4][CH2:5][CH2:6][O:1]2)=[CH:16][CH:15]=[CH:14][N:13]=1)(=[O:29])=[O:28].